This data is from Peptide-MHC class I binding affinity with 185,985 pairs from IEDB/IMGT. The task is: Regression. Given a peptide amino acid sequence and an MHC pseudo amino acid sequence, predict their binding affinity value. This is MHC class I binding data. (1) The peptide sequence is FFYRYGFV. The MHC is H-2-Kb with pseudo-sequence H-2-Kb. The binding affinity (normalized) is 0.533. (2) The peptide sequence is NSTTDAEACY. The MHC is HLA-A68:01 with pseudo-sequence HLA-A68:01. The binding affinity (normalized) is 0.177. (3) The peptide sequence is YMYAVSGAL. The MHC is HLA-B27:05 with pseudo-sequence HLA-B27:05. The binding affinity (normalized) is 0.0847. (4) The peptide sequence is LSIINIFFL. The MHC is H-2-Kb with pseudo-sequence H-2-Kb. The binding affinity (normalized) is 0.361.